Dataset: Full USPTO retrosynthesis dataset with 1.9M reactions from patents (1976-2016). Task: Predict the reactants needed to synthesize the given product. (1) The reactants are: CS(O[CH2:6][CH2:7][CH2:8][N:9]([C:26]1[CH:31]=[CH:30][C:29]([NH:32][C:33]([NH:35][C:36]2[CH:41]=[CH:40][CH:39]=[CH:38][CH:37]=2)=[O:34])=[CH:28][CH:27]=1)[S:10]([C:13]1[CH:14]=[C:15]([C:19]2[CH:24]=[CH:23][C:22]([F:25])=[CH:21][CH:20]=2)[CH:16]=[CH:17][CH:18]=1)(=[O:12])=[O:11])(=O)=O.[CH3:42][NH:43][CH3:44]. Given the product [CH3:42][N:43]([CH3:44])[CH2:6][CH2:7][CH2:8][N:9]([C:26]1[CH:27]=[CH:28][C:29]([NH:32][C:33]([NH:35][C:36]2[CH:41]=[CH:40][CH:39]=[CH:38][CH:37]=2)=[O:34])=[CH:30][CH:31]=1)[S:10]([C:13]1[CH:14]=[C:15]([C:19]2[CH:24]=[CH:23][C:22]([F:25])=[CH:21][CH:20]=2)[CH:16]=[CH:17][CH:18]=1)(=[O:11])=[O:12], predict the reactants needed to synthesize it. (2) Given the product [NH:1]1[CH2:6][CH2:5][C:4]2([CH2:15][CH2:14][C:13]3[C:8](=[CH:9][CH:10]=[CH:11][CH:12]=3)[O:7]2)[CH2:3][CH2:2]1, predict the reactants needed to synthesize it. The reactants are: [N:1]1(C(OCC2C=CC=CC=2)=O)[CH2:6][CH2:5][C:4]2([CH2:15][CH2:14][C:13]3[C:8](=[CH:9][CH:10]=[CH:11][CH:12]=3)[O:7]2)[CH2:3][CH2:2]1.[H][H]. (3) Given the product [CH2:44]([N:24]1[C:18]2[CH:17]=[CH:16][C:15]([C:12]3[CH:11]=[CH:10][C:9]([O:8][CH2:7][CH2:6][O:5][CH2:1][CH2:2][CH2:3][CH3:4])=[CH:14][CH:13]=3)=[CH:43][C:19]=2[CH:20]=[C:21]([C:25]([NH:27][C:28]2[CH:29]=[CH:30][C:31]([C@H:34]([OH:42])[C:35]3[CH:40]=[CH:39][CH:38]=[CH:37][N+:36]=3[O-:41])=[CH:32][CH:33]=2)=[O:26])[CH2:22][CH2:23]1)[C:45]1[CH:50]=[CH:49][CH:48]=[CH:47][CH:46]=1, predict the reactants needed to synthesize it. The reactants are: [CH2:1]([O:5][CH2:6][CH2:7][O:8][C:9]1[CH:14]=[CH:13][C:12]([C:15]2[CH:16]=[CH:17][C:18]3[NH:24][CH2:23][CH2:22][C:21]([C:25]([NH:27][C:28]4[CH:33]=[CH:32][C:31]([C@H:34]([OH:42])[C:35]5[CH:40]=[CH:39][CH:38]=[CH:37][N+:36]=5[O-:41])=[CH:30][CH:29]=4)=[O:26])=[CH:20][C:19]=3[CH:43]=2)=[CH:11][CH:10]=1)[CH2:2][CH2:3][CH3:4].[CH:44](=O)[C:45]1[CH:50]=[CH:49][CH:48]=[CH:47][CH:46]=1.C(O[BH-](OC(=O)C)OC(=O)C)(=O)C.[Na+].C(O)(=O)C. (4) Given the product [Si:16]([O:15][C@@H:11]1[C@@H:12]([CH3:14])[CH2:13][N:8]([C:7]2[CH:6]=[CH:5][N:4]=[CH:3][C:2]=2[NH:1][C:53]([C:40]2[C:37]3=[N:38][CH:39]=[C:34]([CH:31]([CH3:33])[CH3:32])[CH:35]=[C:36]3[S:42][C:41]=2[NH:43][CH2:44][C:45]2[CH:46]=[CH:47][C:48]([O:51][CH3:52])=[CH:49][CH:50]=2)=[O:54])[CH2:9][C@H:10]1[NH:23][C:24](=[O:30])[O:25][C:26]([CH3:29])([CH3:28])[CH3:27])([C:19]([CH3:22])([CH3:21])[CH3:20])([CH3:18])[CH3:17], predict the reactants needed to synthesize it. The reactants are: [NH2:1][C:2]1[CH:3]=[N:4][CH:5]=[CH:6][C:7]=1[N:8]1[CH2:13][C@H:12]([CH3:14])[C@@H:11]([O:15][Si:16]([C:19]([CH3:22])([CH3:21])[CH3:20])([CH3:18])[CH3:17])[C@H:10]([NH:23][C:24](=[O:30])[O:25][C:26]([CH3:29])([CH3:28])[CH3:27])[CH2:9]1.[CH:31]([C:34]1[CH:35]=[C:36]2[S:42][C:41]([NH:43][CH2:44][C:45]3[CH:50]=[CH:49][C:48]([O:51][CH3:52])=[CH:47][CH:46]=3)=[C:40]([C:53](O)=[O:54])[C:37]2=[N:38][CH:39]=1)([CH3:33])[CH3:32].CCN(C(C)C)C(C)C.CN(C(ON1N=NC2C=CC=NC1=2)=[N+](C)C)C.F[P-](F)(F)(F)(F)F. (5) Given the product [C:23]([O:22][C:20]([C:4]1[NH:5][C:6]([CH:18]=[O:19])=[C:7]([C:8]([OH:10])=[O:9])[C:3]=1[CH2:1][CH3:2])=[O:21])([CH3:26])([CH3:25])[CH3:24], predict the reactants needed to synthesize it. The reactants are: [CH2:1]([C:3]1[C:7]([C:8]([O:10]CC2C=CC=CC=2)=[O:9])=[C:6]([CH:18]=[O:19])[NH:5][C:4]=1[C:20]([O:22][C:23]([CH3:26])([CH3:25])[CH3:24])=[O:21])[CH3:2].C1CC=CCC=1. (6) Given the product [N:4]([CH2:5][C@@H:6]([OH:9])[C@H:7]([OH:8])[C:3](=[O:27])[CH2:2][OH:1])=[N+:11]=[N-:12], predict the reactants needed to synthesize it. The reactants are: [OH:1][CH2:2][C@@H:3]1[C@@H:7]([OH:8])[C@H:6]([OH:9])[CH2:5][NH:4]1.N(CC=CC1C=CC=CC=1)=[N+:11]=[N-:12].N(CC=[O:27])=[N+]=[N-].P(O)(O)(O)=O.OC(O)C(=O)C. (7) Given the product [CH2:1]([NH:8][C:9]1[N:14]2[N:15]=[CH:16][C:17]([C:18]([NH:20][S:21]([CH3:24])(=[O:22])=[O:23])=[O:19])=[C:13]2[N:12]=[CH:11][C:10]=1[C:25]([N:27]1[CH2:32][CH2:31][C:30]2([C:40]3[C:35](=[CH:36][CH:37]=[CH:38][CH:39]=3)[NH:34][CH2:33]2)[CH2:29][CH2:28]1)=[O:26])[C:2]1[CH:3]=[CH:4][CH:5]=[CH:6][CH:7]=1, predict the reactants needed to synthesize it. The reactants are: [CH2:1]([NH:8][C:9]1[N:14]2[N:15]=[CH:16][C:17]([C:18]([NH:20][S:21]([CH3:24])(=[O:23])=[O:22])=[O:19])=[C:13]2[N:12]=[CH:11][C:10]=1[C:25]([N:27]1[CH2:32][CH2:31][C:30]2([C:40]3[C:35](=[CH:36][CH:37]=[CH:38][CH:39]=3)[N:34](C(OC(C)(C)C)=O)[CH2:33]2)[CH2:29][CH2:28]1)=[O:26])[C:2]1[CH:7]=[CH:6][CH:5]=[CH:4][CH:3]=1.